Dataset: Forward reaction prediction with 1.9M reactions from USPTO patents (1976-2016). Task: Predict the product of the given reaction. (1) Given the reactants [OH-].[Na+].[CH3:3][S:4][C:5]1[S:9][C:8]([C:10]2[N:11]=[C:12]([O:19][C:20]3[CH:25]=[CH:24][C:23]([CH2:26][C:27]([O:29]C)=[O:28])=[CH:22][CH:21]=3)[C:13]3[CH2:18][CH2:17][CH2:16][C:14]=3[N:15]=2)=[CH:7][CH:6]=1.Cl, predict the reaction product. The product is: [CH3:3][S:4][C:5]1[S:9][C:8]([C:10]2[N:11]=[C:12]([O:19][C:20]3[CH:21]=[CH:22][C:23]([CH2:26][C:27]([OH:29])=[O:28])=[CH:24][CH:25]=3)[C:13]3[CH2:18][CH2:17][CH2:16][C:14]=3[N:15]=2)=[CH:7][CH:6]=1. (2) Given the reactants [CH3:1][C:2]1[N:6]=[C:5](C(Cl)(Cl)Cl)[O:4][N:3]=1.[NH2:11][CH2:12][CH2:13][O:14][C:15]1[C:20]([CH3:21])=[CH:19][C:18]([C:22]2[NH:31][C:30](=[O:32])[C:29]3[C:24](=[CH:25][C:26]([O:35][CH3:36])=[CH:27][C:28]=3[O:33][CH3:34])[N:23]=2)=[CH:17][C:16]=1[CH3:37].C(=O)([O-])[O-].[Cs+].[Cs+].O, predict the reaction product. The product is: [CH3:37][C:16]1[CH:17]=[C:18]([C:22]2[NH:31][C:30](=[O:32])[C:29]3[C:24](=[CH:25][C:26]([O:35][CH3:36])=[CH:27][C:28]=3[O:33][CH3:34])[N:23]=2)[CH:19]=[C:20]([CH3:21])[C:15]=1[O:14][CH2:13][CH2:12][NH:11][C:5]1[O:4][N:3]=[C:2]([CH3:1])[N:6]=1. (3) Given the reactants Cl[CH2:2][CH2:3][O:4][C:5]1[C:13]2[C:8](=[N:9][CH:10]=[N:11][C:12]=2[NH:14][C:15]2[CH:20]=[CH:19][C:18]([O:21][C:22]3[CH:23]=[N:24][C:25]([CH3:28])=[CH:26][CH:27]=3)=[C:17]([Cl:29])[CH:16]=2)[NH:7][N:6]=1.[NH:30]1[CH2:34][CH2:33][CH2:32][C@@H:31]1[CH2:35][OH:36], predict the reaction product. The product is: [Cl:29][C:17]1[CH:16]=[C:15]([NH:14][C:12]2[N:11]=[CH:10][N:9]=[C:8]3[NH:7][N:6]=[C:5]([O:4][CH2:3][CH2:2][N:30]4[CH2:34][CH2:33][CH2:32][C@@H:31]4[CH2:35][OH:36])[C:13]=23)[CH:20]=[CH:19][C:18]=1[O:21][C:22]1[CH:23]=[N:24][C:25]([CH3:28])=[CH:26][CH:27]=1. (4) Given the reactants [NH2:1][CH2:2][C:3]1([NH:9][C:10]2[CH:11]=[C:12]3[C:16](=[CH:17][CH:18]=2)[NH:15][N:14]=[CH:13]3)[CH2:8][CH2:7][CH2:6][CH2:5][CH2:4]1.[CH2:19]([O:21][C:22](=[O:25])[CH2:23]Br)[CH3:20].CCN(CC)CC, predict the reaction product. The product is: [CH2:19]([O:21][C:22](=[O:25])[CH2:23][NH:1][CH2:2][C:3]1([NH:9][C:10]2[CH:11]=[C:12]3[C:16](=[CH:17][CH:18]=2)[NH:15][N:14]=[CH:13]3)[CH2:4][CH2:5][CH2:6][CH2:7][CH2:8]1)[CH3:20]. (5) Given the reactants [CH2:1]([O:3][P:4]([C:9]1[N:10]([C:20]2[CH:25]=[CH:24][C:23]([O:26][CH:27]([CH3:29])[CH3:28])=[CH:22][CH:21]=2)[C:11]2[C:16]([C:17]=1[CH3:18])=[CH:15][C:14](Br)=[CH:13][CH:12]=2)(=[O:8])[O:5][CH2:6][CH3:7])[CH3:2].[Cl:30][C:31]1[CH:36]=[CH:35][C:34](B(O)O)=[CH:33][C:32]=1[O:40][C:41]([F:44])([F:43])[F:42], predict the reaction product. The product is: [CH2:1]([O:3][P:4]([C:9]1[N:10]([C:20]2[CH:25]=[CH:24][C:23]([O:26][CH:27]([CH3:29])[CH3:28])=[CH:22][CH:21]=2)[C:11]2[C:16]([C:17]=1[CH3:18])=[CH:15][C:14]([C:34]1[CH:35]=[CH:36][C:31]([Cl:30])=[C:32]([O:40][C:41]([F:43])([F:44])[F:42])[CH:33]=1)=[CH:13][CH:12]=2)(=[O:8])[O:5][CH2:6][CH3:7])[CH3:2].